From a dataset of Forward reaction prediction with 1.9M reactions from USPTO patents (1976-2016). Predict the product of the given reaction. (1) The product is: [CH:1]([C:4]1[CH:21]=[C:20]([B:22]2[O:26][C:25]([CH3:28])([CH3:27])[C:24]([CH3:30])([CH3:29])[O:23]2)[CH:19]=[CH:18][C:5]=1[O:6][CH2:7][C:8]([OH:10])=[O:9])([CH3:3])[CH3:2]. Given the reactants [CH:1]([C:4]1[CH:21]=[C:20]([B:22]2[O:26][C:25]([CH3:28])([CH3:27])[C:24]([CH3:30])([CH3:29])[O:23]2)[CH:19]=[CH:18][C:5]=1[O:6][CH2:7][C:8]([O:10]CC1C=CC=CC=1)=[O:9])([CH3:3])[CH3:2], predict the reaction product. (2) The product is: [I:6][C:7]1[CH:15]=[C:11]2[C:10](=[CH:9][CH:8]=1)[N:16]=[C:1]([CH3:2])[NH:5][C:12]2=[O:14]. Given the reactants [C:1]([O-])(=O)[CH3:2].[NH4+:5].[I:6][C:7]1[CH:15]=[C:11]([C:12]([OH:14])=O)[C:10]([NH2:16])=[CH:9][CH:8]=1.C([O-])([O-])(OCC)C.CO, predict the reaction product. (3) The product is: [Na+:56].[CH3:49][O:48][C:15]1[CH:16]=[CH:17][C:18]([S:20]([N:23]2[C:27]3[CH:28]=[CH:29][CH:30]=[CH:31][C:26]=3[N:25]=[C:24]2[S:32]([CH2:34][C:35]2[C:40]([CH3:41])=[C:39]([O:42][CH2:43][C:44]([F:46])([F:47])[F:45])[CH:38]=[CH:37][N:36]=2)=[O:33])(=[O:22])=[O:21])=[CH:19][C:14]=1[C:13]([O-:50])=[O:12]. Given the reactants C1(C)C=CC(S(CC[O:12][C:13](=[O:50])[C:14]2[CH:19]=[C:18]([S:20]([N:23]3[C:27]4[CH:28]=[CH:29][CH:30]=[CH:31][C:26]=4[N:25]=[C:24]3[S:32]([CH2:34][C:35]3[C:40]([CH3:41])=[C:39]([O:42][CH2:43][C:44]([F:47])([F:46])[F:45])[CH:38]=[CH:37][N:36]=3)=[O:33])(=[O:22])=[O:21])[CH:17]=[CH:16][C:15]=2[O:48][CH3:49])(=O)=O)=CC=1.C([O-])(O)=O.[Na+:56].O.CC(O)C, predict the reaction product. (4) Given the reactants [Cl:1][C:2]1[N:7]=[C:6]([C:8]([NH:10][C:11]2[S:12][C:13]([S:16][C:17]([CH3:24])([CH3:23])[C:18]([O:20][CH2:21][CH3:22])=[O:19])=[CH:14][N:15]=2)=[O:9])[C:5](F)=[CH:4][CH:3]=1.C(=O)([O-])[O-].[K+].[K+].[CH3:32][O:33][C:34]1[CH:39]=[CH:38][C:37]([SH:40])=[CH:36][CH:35]=1, predict the reaction product. The product is: [Cl:1][C:2]1[N:7]=[C:6]([C:8]([NH:10][C:11]2[S:12][C:13]([S:16][C:17]([CH3:24])([CH3:23])[C:18]([O:20][CH2:21][CH3:22])=[O:19])=[CH:14][N:15]=2)=[O:9])[C:5]([S:40][C:37]2[CH:38]=[CH:39][C:34]([O:33][CH3:32])=[CH:35][CH:36]=2)=[CH:4][CH:3]=1. (5) Given the reactants [Cl:1][C:2]1[CH:10]=[C:9]([NH:11][C:12]([C:14]2[CH:22]=[C:21]3[C:17]([CH2:18][CH2:19][N:20]3[S:23]([C:26]3[CH:31]=[C:30]([Cl:32])[CH:29]=[CH:28][C:27]=3[O:33][CH3:34])(=[O:25])=[O:24])=[C:16]([O:35][CH3:36])[CH:15]=2)=[O:13])[CH:8]=[CH:7][C:3]=1[C:4]([OH:6])=[O:5].Cl[C:38]1C=CC(OC)=C(S(Cl)(=O)=O)C=1, predict the reaction product. The product is: [CH3:38][O:5][C:4](=[O:6])[C:3]1[CH:7]=[CH:8][C:9]([NH:11][C:12]([C:14]2[CH:22]=[C:21]3[C:17]([CH2:18][CH2:19][N:20]3[S:23]([C:26]3[CH:31]=[C:30]([Cl:32])[CH:29]=[CH:28][C:27]=3[O:33][CH3:34])(=[O:24])=[O:25])=[C:16]([O:35][CH3:36])[CH:15]=2)=[O:13])=[CH:10][C:2]=1[Cl:1].